This data is from Reaction yield outcomes from USPTO patents with 853,638 reactions. The task is: Predict the reaction yield, written as a fraction of the theoretical maximum amount of product (1.0 means a 100% yield; for example, 0.34 means a 34% yield). (1) The reactants are [F:1][C:2]1[CH:3]=[C:4]([N:8]=[C:9]=[O:10])[CH:5]=[CH:6][CH:7]=1.[NH2:11][C:12]1[C:13]([F:43])=[CH:14][C:15]([F:42])=[C:16]([C:18]2[C:19](=[O:41])[N:20]([CH2:39][CH3:40])[C:21]3[C:26]([CH:27]=2)=[CH:25][N:24]=[C:23]([N:28]([CH2:30][C:31]2[CH:36]=[CH:35][C:34]([O:37][CH3:38])=[CH:33][CH:32]=2)[CH3:29])[CH:22]=3)[CH:17]=1.[N-]=C=O. The catalyst is C1COCC1.CCOC(C)=O. The product is [CH3:38][O:37][C:34]1[CH:33]=[CH:32][C:31]([CH2:30][N:28]([CH3:29])[C:23]2[CH:22]=[C:21]3[C:26]([CH:27]=[C:18]([C:16]4[C:15]([F:42])=[CH:14][C:13]([F:43])=[C:12]([NH:11][C:9]([NH:8][C:4]5[CH:5]=[CH:6][CH:7]=[C:2]([F:1])[CH:3]=5)=[O:10])[CH:17]=4)[C:19](=[O:41])[N:20]3[CH2:39][CH3:40])=[CH:25][N:24]=2)=[CH:36][CH:35]=1. The yield is 0.790. (2) The reactants are C([NH:5][S:6]([C:9]1[CH:41]=[CH:40][C:12]2[N:13]([C:18]3[CH:23]=[CH:22][C:21]([CH2:24][CH2:25][NH:26][C:27]([NH:29][S:30]([C:33]4[CH:38]=[CH:37][C:36]([CH3:39])=[CH:35][CH:34]=4)(=[O:32])=[O:31])=[O:28])=[CH:20][CH:19]=3)[C:14]([CH2:16][CH3:17])=[N:15][C:11]=2[CH:10]=1)(=[O:8])=[O:7])(C)(C)C. The catalyst is FC(F)(F)C(O)=O. The product is [NH2:5][S:6]([C:9]1[CH:41]=[CH:40][C:12]2[N:13]([C:18]3[CH:23]=[CH:22][C:21]([CH2:24][CH2:25][NH:26][C:27]([NH:29][S:30]([C:33]4[CH:34]=[CH:35][C:36]([CH3:39])=[CH:37][CH:38]=4)(=[O:32])=[O:31])=[O:28])=[CH:20][CH:19]=3)[C:14]([CH2:16][CH3:17])=[N:15][C:11]=2[CH:10]=1)(=[O:7])=[O:8]. The yield is 0.730. (3) No catalyst specified. The reactants are [F:1][C:2]1[CH:3]=[C:4]([C:8]2[C:16]3[O:15][CH:14]([CH2:17][NH2:18])[CH2:13][C:12]=3[CH:11]=[CH:10][CH:9]=2)[CH:5]=[CH:6][CH:7]=1.C(N(C(C)C)CC)(C)C.Cl[C:29]([O:31][CH2:32][C:33]1[CH:38]=[CH:37][CH:36]=[CH:35][CH:34]=1)=[O:30].C(OC(=O)NCC1CC2C=CC=C(C3CCCC3)C=2O1)C1C=CC=CC=1. The product is [F:1][C:2]1[CH:3]=[C:4]([C:8]2[C:16]3[O:15][CH:14]([CH2:17][NH:18][C:29](=[O:30])[O:31][CH2:32][C:33]4[CH:38]=[CH:37][CH:36]=[CH:35][CH:34]=4)[CH2:13][C:12]=3[CH:11]=[CH:10][CH:9]=2)[CH:5]=[CH:6][CH:7]=1. The yield is 0.940. (4) The reactants are [CH2:1]([N:8]1[CH2:14][CH:13]2[CH:15]([NH:16][CH3:17])[CH:10]([CH2:11][CH2:12]2)[CH2:9]1)[C:2]1[CH:7]=[CH:6][CH:5]=[CH:4][CH:3]=1.CC1C=CC(S(O[CH2:29][CH2:30][CH2:31][NH:32][C:33]2[CH:38]=[CH:37][C:36]([C:39]#[N:40])=[CH:35][CH:34]=2)(=O)=O)=CC=1.C(=O)([O-])[O-].[K+].[K+]. The catalyst is CN(C=O)C. The product is [CH2:1]([N:8]1[CH2:14][CH:13]2[CH:15]([N:16]([CH3:17])[CH2:29][CH2:30][CH2:31][NH:32][C:33]3[CH:34]=[CH:35][C:36]([C:39]#[N:40])=[CH:37][CH:38]=3)[CH:10]([CH2:11][CH2:12]2)[CH2:9]1)[C:2]1[CH:3]=[CH:4][CH:5]=[CH:6][CH:7]=1. The yield is 0.500.